Dataset: Catalyst prediction with 721,799 reactions and 888 catalyst types from USPTO. Task: Predict which catalyst facilitates the given reaction. (1) Reactant: [Br:1][C:2]1[C:3]([CH3:10])=[C:4]([CH2:8][OH:9])[CH:5]=[CH:6][CH:7]=1.CC(OI1(OC(C)=O)(OC(C)=O)OC(=O)C2C1=CC=CC=2)=O. Product: [Br:1][C:2]1[C:3]([CH3:10])=[C:4]([CH:5]=[CH:6][CH:7]=1)[CH:8]=[O:9]. The catalyst class is: 116. (2) Reactant: [Cl:1][C:2]1[CH:3]=[C:4]([OH:11])[C:5]([N+:8]([O-:10])=[O:9])=[N:6][CH:7]=1.[H-].[Na+].Br[CH2:15][CH2:16][O:17][CH3:18].O. Product: [Cl:1][C:2]1[CH:3]=[C:4]([O:11][CH2:15][CH2:16][O:17][CH3:18])[C:5]([N+:8]([O-:10])=[O:9])=[N:6][CH:7]=1. The catalyst class is: 3. (3) Reactant: [C:1]([C:3]1[CH:4]=[C:5]([C:13]2[O:17][N:16]=[C:15]([C:18]3[C:19]([CH3:33])=[C:20]4[C:25](=[CH:26][CH:27]=3)[CH2:24][N:23]([CH2:28][C:29]([O:31]C)=[O:30])[CH2:22][CH2:21]4)[N:14]=2)[CH:6]=[CH:7][C:8]=1[O:9][CH:10]([CH3:12])[CH3:11])#[N:2].[OH-].[Na+]. Product: [C:1]([C:3]1[CH:4]=[C:5]([C:13]2[O:17][N:16]=[C:15]([C:18]3[C:19]([CH3:33])=[C:20]4[C:25](=[CH:26][CH:27]=3)[CH2:24][N:23]([CH2:28][C:29]([OH:31])=[O:30])[CH2:22][CH2:21]4)[N:14]=2)[CH:6]=[CH:7][C:8]=1[O:9][CH:10]([CH3:12])[CH3:11])#[N:2]. The catalyst class is: 8. (4) Reactant: [H-].[Na+].[Br:3][C:4]1[CH:9]=[CH:8][C:7]([N:10]2[CH:14]=[N:13][N:12]=[C:11]2[OH:15])=[CH:6][CH:5]=1.[CH3:16][Si:17]([CH3:24])([CH3:23])[CH2:18][CH2:19][O:20][CH2:21]Cl. Product: [Br:3][C:4]1[CH:5]=[CH:6][C:7]([N:10]2[C:11](=[O:15])[N:12]([CH2:21][O:20][CH2:19][CH2:18][Si:17]([CH3:24])([CH3:23])[CH3:16])[N:13]=[CH:14]2)=[CH:8][CH:9]=1. The catalyst class is: 3. (5) Reactant: [N:1]1([C:5]([C:7]2[CH:8]=[C:9]([Cl:43])[C:10]([O:13][C:14]3[CH:15]=[C:16]([CH:28]=[C:29]([O:31][C@@H:32]([CH3:42])[CH2:33][O:34][Si](C(C)(C)C)(C)C)[CH:30]=3)[C:17]([NH:19][C:20]3[CH:24]=[CH:23][N:22]([CH:25]([CH3:27])[CH3:26])[N:21]=3)=[O:18])=[N:11][CH:12]=2)=[O:6])[CH2:4][CH2:3][CH2:2]1.Cl.C(=O)(O)[O-].[Na+]. Product: [N:1]1([C:5]([C:7]2[CH:8]=[C:9]([Cl:43])[C:10]([O:13][C:14]3[CH:15]=[C:16]([CH:28]=[C:29]([O:31][C@@H:32]([CH3:42])[CH2:33][OH:34])[CH:30]=3)[C:17]([NH:19][C:20]3[CH:24]=[CH:23][N:22]([CH:25]([CH3:27])[CH3:26])[N:21]=3)=[O:18])=[N:11][CH:12]=2)=[O:6])[CH2:2][CH2:3][CH2:4]1. The catalyst class is: 5.